This data is from Full USPTO retrosynthesis dataset with 1.9M reactions from patents (1976-2016). The task is: Predict the reactants needed to synthesize the given product. (1) The reactants are: Br[C:2]1[CH:3]=[C:4]([NH:10][C:11]2[CH:16]=[N:15][C:14]([N:17]3[CH2:22][CH2:21][N:20]([CH:23]4[CH2:26][O:25][CH2:24]4)[CH2:19][CH2:18]3)=[CH:13][N:12]=2)[C:5](=[O:9])[N:6]([CH3:8])[CH:7]=1.[C:27]([O:30][CH2:31][C:32]1[C:33]([N:47]2[CH2:59][CH2:58][N:50]3[C:51]4[CH2:52][CH2:53][CH2:54][CH2:55][C:56]=4[CH:57]=[C:49]3[C:48]2=[O:60])=[N:34][CH:35]=[CH:36][C:37]=1B1OC(C)(C)C(C)(C)O1)(=[O:29])[CH3:28].C([O-])(=O)C.[Na+].[O-]P([O-])([O-])=O.[K+].[K+].[K+]. Given the product [C:27]([O:30][CH2:31][C:32]1[C:33]([N:47]2[CH2:59][CH2:58][N:50]3[C:51]4[CH2:52][CH2:53][CH2:54][CH2:55][C:56]=4[CH:57]=[C:49]3[C:48]2=[O:60])=[N:34][CH:35]=[CH:36][C:37]=1[C:2]1[CH:3]=[C:4]([NH:10][C:11]2[CH:16]=[N:15][C:14]([N:17]3[CH2:22][CH2:21][N:20]([CH:23]4[CH2:26][O:25][CH2:24]4)[CH2:19][CH2:18]3)=[CH:13][N:12]=2)[C:5](=[O:9])[N:6]([CH3:8])[CH:7]=1)(=[O:29])[CH3:28], predict the reactants needed to synthesize it. (2) Given the product [OH:23][CH2:22][C:18]1[C:15]2[S:16][CH:17]=[C:13]([CH2:12][CH2:10][OH:9])[C:14]=2[CH:21]=[CH:20][CH:19]=1, predict the reactants needed to synthesize it. The reactants are: [H-].[Al+3].[Li+].[H-].[H-].[H-].C([O:9][C:10]([CH2:12][C:13]1[C:14]2[CH:21]=[CH:20][CH:19]=[C:18]([C:22](OC)=[O:23])[C:15]=2[S:16][CH:17]=1)=O)C.C(OCC)(=O)C.O. (3) Given the product [CH3:18][O:17][C:16]1[CH:15]=[CH:14][C:13]([C:19]2[CH:28]=[CH:27][C:26]3[CH:25]=[C:24]([C:37]([OH:39])=[O:38])[CH:23]=[CH:22][C:21]=3[CH:20]=2)=[CH:12][C:11]=1[C:1]12[CH2:2][CH:3]3[CH2:9][CH:7]([CH2:6][CH:5]([CH2:4]3)[CH2:10]1)[CH2:8]2, predict the reactants needed to synthesize it. The reactants are: [C:1]12([C:11]3[CH:12]=[C:13]([C:19]4[CH:20]=[C:21]5[C:26](=[CH:27][CH:28]=4)[CH:25]=[C:24](Br)[CH:23]=[CH:22]5)[CH:14]=[CH:15][C:16]=3[O:17][CH3:18])[CH2:10][CH:5]3[CH2:6][CH:7]([CH2:9][CH:3]([CH2:4]3)[CH2:2]1)[CH2:8]2.[H-].[Na+].[Li]CCCC.[C:37](=[O:39])=[O:38]. (4) Given the product [CH2:37]([N:3]([CH2:1][CH3:2])[CH2:4][CH2:5][CH2:6][NH:7][C:8]1[N:9]=[C:10]([C:27]2[CH:28]=[C:29]([CH:33]=[CH:34][C:35]=2[CH3:36])[C:30]([NH:47][C:48]2[CH:53]=[CH:52][CH:51]=[CH:50][CH:49]=2)=[O:32])[C:11]2[CH:17]=[CH:16][C:15](=[O:18])[N:14]([C:19]3[C:24]([F:25])=[CH:23][CH:22]=[CH:21][C:20]=3[F:26])[C:12]=2[N:13]=1)[CH3:38], predict the reactants needed to synthesize it. The reactants are: [CH2:1]([N:3]([CH2:37][CH3:38])[CH2:4][CH2:5][CH2:6][NH:7][C:8]1[N:9]=[C:10]([C:27]2[CH:28]=[C:29]([CH:33]=[CH:34][C:35]=2[CH3:36])[C:30]([OH:32])=O)[C:11]2[CH:17]=[CH:16][C:15](=[O:18])[N:14]([C:19]3[C:24]([F:25])=[CH:23][CH:22]=[CH:21][C:20]=3[F:26])[C:12]=2[N:13]=1)[CH3:2].CN(C(O[N:47]1N=N[C:49]2[CH:50]=[CH:51][CH:52]=[CH:53][C:48]1=2)=[N+](C)C)C.F[P-](F)(F)(F)(F)F.C(N(CC)CC)C.NC1C=CC=CC=1. (5) Given the product [CH3:50][S:51]([C:23]1[CH:22]=[CH:21][C:20]([CH2:27][C:28]([N:30]([CH3:49])[C@@H:31]([C:40]2[CH:35]=[CH:36][CH:37]=[C:38]([N+:41]([O-:43])=[O:42])[CH:39]=2)[CH2:32][N:44]2[CH2:48][CH2:47][CH2:46][CH2:45]2)=[O:29])=[CH:19][CH:24]=1)(=[O:53])=[O:52], predict the reactants needed to synthesize it. The reactants are: C1CCC(N=C=NC2CCCCC2)CC1.[N+]([C:19]1[CH:24]=[C:23](Cl)[C:22](Cl)=[CH:21][C:20]=1[CH2:27][C:28]([N:30]([CH3:49])[C@@H:31]1[C:40]2[C:35](=[CH:36][CH:37]=[C:38]([N+:41]([O-:43])=[O:42])[CH:39]=2)CC[C@H:32]1[N:44]1[CH2:48][CH2:47][CH2:46][CH2:45]1)=[O:29])([O-])=O.[CH3:50][S:51](C1C=CC(CC(O)=O)=CC=1)(=[O:53])=[O:52].N1C=CC=CC=1. (6) Given the product [F:6][C:7]1[CH:12]=[CH:11][C:10]([S:13]([N:16]([C:21]2[C:30]([C:31]([O:33][CH3:34])=[O:32])=[C:29]3[C:24]([C@H:25]4[CH2:35][C@H:26]4[CH2:27][O:28]3)=[CH:23][CH:22]=2)[C:17]([O:19][CH3:20])=[O:18])(=[O:15])=[O:14])=[C:9]([CH:36]2[CH2:38][CH:37]2[CH2:39][O:40][S:2]([CH3:1])(=[O:4])=[O:3])[CH:8]=1, predict the reactants needed to synthesize it. The reactants are: [CH3:1][S:2](Cl)(=[O:4])=[O:3].[F:6][C:7]1[CH:12]=[CH:11][C:10]([S:13]([N:16]([C:21]2[C:30]([C:31]([O:33][CH3:34])=[O:32])=[C:29]3[C:24]([C@H:25]4[CH2:35][C@H:26]4[CH2:27][O:28]3)=[CH:23][CH:22]=2)[C:17]([O:19][CH3:20])=[O:18])(=[O:15])=[O:14])=[C:9]([CH:36]2[CH2:38][CH:37]2[CH2:39][OH:40])[CH:8]=1.C(N(CC)CC)C.FC1C=CC(S(N(C2C(C([O-])=O)=C3C(C4CC4CO3)=CC=2)C(OC)=O)(=O)=O)=C(C2CC2COS(C)(=O)=O)C=1. (7) Given the product [Cl:1][C:2]1[C:7]([Cl:8])=[C:6]([C:9]([OH:18])([C:10]([F:13])([F:11])[F:12])[C:14]([F:17])([F:16])[F:15])[CH:5]=[CH:4][C:3]=1[C:19]1[S:23][C:22]([C:24]2[NH:28][C:27]([C:38]([OH:41])([CH3:40])[CH3:39])=[N:26][N:25]=2)=[N:21][C:20]=1[C:42]([N:44]([CH2:47][CH3:48])[CH2:45][CH3:46])=[O:43], predict the reactants needed to synthesize it. The reactants are: [Cl:1][C:2]1[C:7]([Cl:8])=[C:6]([C:9]([OH:18])([C:14]([F:17])([F:16])[F:15])[C:10]([F:13])([F:12])[F:11])[CH:5]=[CH:4][C:3]=1[C:19]1[S:23][C:22]([C:24]2[N:28](CC3C=CC(OC)=CC=3)[C:27]([C:38]([OH:41])([CH3:40])[CH3:39])=[N:26][N:25]=2)=[N:21][C:20]=1[C:42]([N:44]([CH2:47][CH3:48])[CH2:45][CH3:46])=[O:43].O. (8) Given the product [CH2:17]([O:16][C:14]([C:13]([CH:25]=[CH:27][CH2:26][NH:28][SH:7](=[O:9])=[O:10])([CH3:33])[CH3:24])=[O:15])[C:18]1[CH:23]=[CH:22][CH:21]=[CH:20][CH:19]=1, predict the reactants needed to synthesize it. The reactants are: C1(C)C=CC([S:7]([OH:10])(=[O:9])=O)=CC=1.N[C:13]([CH3:25])([CH3:24])[C:14]([O:16][CH2:17][C:18]1[CH:23]=[CH:22][CH:21]=[CH:20][CH:19]=1)=[O:15].[CH2:26]([N:28](CC)CC)[CH3:27].[CH2:33](S(Cl)(=O)=O)C=C. (9) Given the product [OH:31][C:28]1[N:27]([C:32]2[CH:33]=[C:34]3[C:38](=[CH:39][CH:40]=2)[N:37]([CH3:41])[CH:36]=[CH:35]3)[C:26]([C:10]2[CH:11]=[C:12]([CH:23]([CH3:24])[CH3:25])[C:13]([OH:15])=[CH:14][C:9]=2[OH:8])=[N:30][N:29]=1, predict the reactants needed to synthesize it. The reactants are: C([O:8][C:9]1[CH:14]=[C:13]([O:15]CC2C=CC=CC=2)[C:12]([CH:23]([CH3:25])[CH3:24])=[CH:11][C:10]=1[C:26]1[N:27]([C:32]2[CH:33]=[C:34]3[C:38](=[CH:39][CH:40]=2)[N:37]([CH3:41])[CH:36]=[CH:35]3)[C:28]([OH:31])=[N:29][N:30]=1)C1C=CC=CC=1.C([O-])=O.[NH4+].C(O)C. (10) Given the product [CH3:32][NH:33][C:29]([C:10]1[N:11]([CH3:28])[C:12]([CH2:16][NH:17][S:18]([C:21]2[CH:26]=[CH:25][CH:24]=[CH:23][C:22]=2[Cl:27])(=[O:19])=[O:20])=[CH:13][C:14](=[O:15])[C:9]=1[O:8][CH2:1][C:2]1[CH:3]=[CH:4][CH:5]=[CH:6][CH:7]=1)=[O:31], predict the reactants needed to synthesize it. The reactants are: [CH2:1]([O:8][C:9]1[C:14](=[O:15])[CH:13]=[C:12]([CH2:16][NH:17][S:18]([C:21]2[CH:26]=[CH:25][CH:24]=[CH:23][C:22]=2[Cl:27])(=[O:20])=[O:19])[N:11]([CH3:28])[C:10]=1[C:29]([OH:31])=O)[C:2]1[CH:7]=[CH:6][CH:5]=[CH:4][CH:3]=1.[CH3:32][NH:33]C(C1N(C)C(C(S(C2C=CC=CC=2)(=O)=O)N)=CC(=O)C=1OCC1C=CC=CC=1)=O.